This data is from Forward reaction prediction with 1.9M reactions from USPTO patents (1976-2016). The task is: Predict the product of the given reaction. (1) Given the reactants [CH:1]1([CH2:4][O:5][C:6]2[N:11]=[C:10]([C:12]([OH:14])=O)[CH:9]=[N:8][C:7]=2[N:15]2[CH2:18][C:17]([F:20])([F:19])[CH2:16]2)[CH2:3][CH2:2]1.[CH3:21][N:22]([CH3:30])[C:23]([C@H:25]1[CH2:29][CH2:28][CH2:27][NH:26]1)=[S:24], predict the reaction product. The product is: [CH3:21][N:22]([CH3:30])[C:23]([C@H:25]1[CH2:29][CH2:28][CH2:27][N:26]1[C:12]([C:10]1[CH:9]=[N:8][C:7]([N:15]2[CH2:18][C:17]([F:20])([F:19])[CH2:16]2)=[C:6]([O:5][CH2:4][CH:1]2[CH2:2][CH2:3]2)[N:11]=1)=[O:14])=[S:24]. (2) Given the reactants C([O:8][CH2:9][CH2:10][N:11]1[CH2:16][CH2:15][CH:14]([CH2:17][CH2:18][CH2:19][CH2:20][NH2:21])[CH2:13][CH2:12]1)C1C=CC=CC=1, predict the reaction product. The product is: [NH2:21][CH2:20][CH2:19][CH2:18][CH2:17][CH:14]1[CH2:15][CH2:16][N:11]([CH2:10][CH2:9][OH:8])[CH2:12][CH2:13]1. (3) Given the reactants [C:1]1([C:7]2[CH:8]=[C:9]([C:16]3[O:20][N:19]=[C:18]([C:21]4[CH:22]=[C:23]5[C:27](=[CH:28][CH:29]=4)[NH:26][CH:25]=[CH:24]5)[N:17]=3)[S:10][C:11]=2[C:12]([F:15])([F:14])[F:13])[CH:6]=[CH:5][CH:4]=[CH:3][CH:2]=1.Br[CH2:31][CH2:32][C:33]([O:35][CH2:36][CH3:37])=[O:34].C(=O)([O-])[O-].[Cs+].[Cs+], predict the reaction product. The product is: [C:1]1([C:7]2[CH:8]=[C:9]([C:16]3[O:20][N:19]=[C:18]([C:21]4[CH:22]=[C:23]5[C:27](=[CH:28][CH:29]=4)[N:26]([CH2:31][CH2:32][C:33]([O:35][CH2:36][CH3:37])=[O:34])[CH:25]=[CH:24]5)[N:17]=3)[S:10][C:11]=2[C:12]([F:15])([F:14])[F:13])[CH:2]=[CH:3][CH:4]=[CH:5][CH:6]=1. (4) Given the reactants [CH2:1]1[C:9]2[C:4](=[CH:5][CH:6]=[CH:7][CH:8]=2)[CH2:3][CH:2]1[N:10](C)[C:11](=[O:13])[CH3:12].[Cl:15][CH2:16][CH2:17][CH2:18][CH2:19][C:20](Cl)=[O:21], predict the reaction product. The product is: [Cl:15][CH2:16][CH2:17][CH2:18][CH2:19][C:20]([C:6]1[CH:5]=[C:4]2[C:9](=[CH:8][CH:7]=1)[CH2:1][CH:2]([NH:10][C:11](=[O:13])[CH3:12])[CH2:3]2)=[O:21]. (5) Given the reactants [CH3:1][O:2][C:3](=[O:35])[C:4]1[CH:9]=[CH:8][C:7]([CH2:10][N:11]2[CH:15]=[C:14]([C:16]3[CH:21]=[CH:20][C:19]([Cl:22])=[CH:18][C:17]=3[Cl:23])[N:13]=[C:12]2/[CH:24]=[CH:25]/[C:26]2[CH:31]=[C:30](Br)[CH:29]=[CH:28][C:27]=2[O:33][CH3:34])=[CH:6][CH:5]=1.[OH:36][C:37]1[CH:42]=[CH:41][C:40](B(O)O)=[CH:39][CH:38]=1, predict the reaction product. The product is: [CH3:1][O:2][C:3](=[O:35])[C:4]1[CH:9]=[CH:8][C:7]([CH2:10][N:11]2[CH:15]=[C:14]([C:16]3[CH:21]=[CH:20][C:19]([Cl:22])=[CH:18][C:17]=3[Cl:23])[N:13]=[C:12]2/[CH:24]=[CH:25]/[C:26]2[CH:31]=[C:30]([C:40]3[CH:41]=[CH:42][C:37]([OH:36])=[CH:38][CH:39]=3)[CH:29]=[CH:28][C:27]=2[O:33][CH3:34])=[CH:6][CH:5]=1. (6) Given the reactants [Cl:1][C:2]1[N:3]=[N:4][C:5]([Cl:10])=[C:6](Cl)[C:7]=1Cl.[CH2:11]([OH:14])[CH2:12][OH:13].[H-].[Na+], predict the reaction product. The product is: [Cl:1][C:2]1[N:3]=[N:4][C:5]([Cl:10])=[C:6]2[O:13][CH2:12][CH2:11][O:14][C:7]=12. (7) Given the reactants [C:1]([O:5][C:6]([N:8]([CH3:27])[CH2:9][CH2:10][CH:11]1[CH2:16][CH2:15][N:14](C(OCC2C=CC=CC=2)=O)[CH2:13][CH2:12]1)=[O:7])([CH3:4])([CH3:3])[CH3:2].O.C([O-])=O.[NH4+], predict the reaction product. The product is: [CH3:27][N:8]([CH2:9][CH2:10][CH:11]1[CH2:16][CH2:15][NH:14][CH2:13][CH2:12]1)[C:6](=[O:7])[O:5][C:1]([CH3:4])([CH3:2])[CH3:3]. (8) Given the reactants C[C@@H](O)[C@@H]1NC(=O)[C@H](CCCCN)NC(=O)[C@@H](CC2C3C=CC=CC=3NC=2)NC(=O)[C@H](CC2C=CC=CC=2)NC(=O)[C@@H](NC([C@H](N)CC2C=CC=CC=2)=O)CSSC[C@@H](C(N[C@@H]([C@H](O)C)CO)=O)NC1=O.[CH:72]1[CH:73]=[CH:74][C:75]2[C:76](=[CH:78][C:79]([C:98]([OH:100])=[O:99])=[C:80]([OH:97])[C:81]=2[CH2:82][C:83]2[C:92]([OH:93])=[C:91]([C:94]([OH:96])=[O:95])[CH:90]=[C:89]3[C:84]=2[CH:85]=[CH:86][CH:87]=[CH:88]3)[CH:77]=1, predict the reaction product. The product is: [CH:72]1[CH:73]=[CH:74][C:75]2[C:76](=[CH:78][C:79]([C:98]([OH:100])=[O:99])=[C:80]([OH:97])[C:81]=2[CH2:82][C:83]2[C:92]([OH:93])=[C:91]([C:94]([OH:96])=[O:95])[CH:90]=[C:89]3[C:84]=2[CH:85]=[CH:86][CH:87]=[CH:88]3)[CH:77]=1.